Dataset: Catalyst prediction with 721,799 reactions and 888 catalyst types from USPTO. Task: Predict which catalyst facilitates the given reaction. (1) Reactant: [OH:1][C:2]12[CH2:11][CH:6]3[CH2:7][CH:8]([CH2:10][CH:4]([C:5]3=[N:12]O)[CH2:3]1)[CH2:9]2.OCC1(OC[C@@H](O)[C@@H](O)[C@H]1O)O.[H][H]. Product: [NH2:12][CH:5]1[CH:6]2[CH2:11][C:2]3([OH:1])[CH2:9][CH:8]([CH2:10][CH:4]1[CH2:3]3)[CH2:7]2. The catalyst class is: 50. (2) Reactant: [Cl:1][C:2]1[CH:7]=[CH:6][N:5]=[C:4]([NH2:8])[CH:3]=1.C([O-])(O)=O.[Na+].Cl[CH2:15][CH:16]=O.O. Product: [Cl:1][C:2]1[CH:7]=[CH:6][N:5]2[CH:15]=[CH:16][N:8]=[C:4]2[CH:3]=1. The catalyst class is: 14. (3) Reactant: [CH3:1][C@@H:2]([CH2:29][CH3:30])[C@H:3]([N:12]1[CH2:16][CH2:15][C@H:14]([NH:17]C(=O)OCC2C=CC=CC=2)[C:13]1=[O:28])[C:4]([N:6]1[CH2:11][CH2:10][O:9][CH2:8][CH2:7]1)=[O:5]. Product: [NH2:17][C@H:14]1[CH2:15][CH2:16][N:12]([C@H:3]([C:4]([N:6]2[CH2:7][CH2:8][O:9][CH2:10][CH2:11]2)=[O:5])[C@@H:2]([CH3:1])[CH2:29][CH3:30])[C:13]1=[O:28]. The catalyst class is: 29.